This data is from Forward reaction prediction with 1.9M reactions from USPTO patents (1976-2016). The task is: Predict the product of the given reaction. (1) The product is: [CH3:1][C@@H:2]1[CH2:3][CH2:4][C@H:5]([NH:8][C:9]2[CH:10]=[C:11]3[C:16](=[CH:17][CH:18]=2)[CH:15]=[C:14]([CH2:19][OH:20])[CH:13]=[CH:12]3)[CH2:6][CH2:7]1. Given the reactants [CH3:1][C@@H:2]1[CH2:7][CH2:6][C@H:5]([NH:8][C:9]2[CH:10]=[C:11]3[C:16](=[CH:17][CH:18]=2)[CH:15]=[C:14]([C:19](OC)=[O:20])[CH:13]=[CH:12]3)[CH2:4][CH2:3]1.[H-].[H-].[H-].[H-].[Li+].[Al+3], predict the reaction product. (2) Given the reactants Cl[C:2]1C=CC=C(C(OO)=O)C=1.CS[C:14]1[C:23]([C:24]2[C:29]([F:30])=[CH:28][C:27]([F:31])=[CH:26][C:25]=2[F:32])=[C:22]2[C:17]([CH:18]=[CH:19][C:20]([C:33]([O:35][CH3:36])=[O:34])=[CH:21]2)=[CH:16][CH:15]=1.ClCCl.[S:40]([O-:44])([O-])(=[O:42])=S.[Na+].[Na+], predict the reaction product. The product is: [CH3:2][S:40]([C:14]1[C:23]([C:24]2[C:25]([F:32])=[CH:26][C:27]([F:31])=[CH:28][C:29]=2[F:30])=[C:22]2[C:17]([CH:18]=[CH:19][C:20]([C:33]([O:35][CH3:36])=[O:34])=[CH:21]2)=[CH:16][CH:15]=1)(=[O:44])=[O:42]. (3) The product is: [CH3:1][O:2][C:3]([C@H:5]1[CH2:6][CH2:7][C@H:8]([N:11]([C:12]([O:14][C:15]([CH3:18])([CH3:17])[CH3:16])=[O:13])[CH3:19])[CH2:9][CH2:10]1)=[O:4]. Given the reactants [CH3:1][O:2][C:3]([C@H:5]1[CH2:10][CH2:9][C@H:8]([NH:11][C:12]([O:14][C:15]([CH3:18])([CH3:17])[CH3:16])=[O:13])[CH2:7][CH2:6]1)=[O:4].[CH3:19]I.[H-].[Na+].Cl, predict the reaction product. (4) The product is: [C:26]([C:24]1[N:25]=[C:20]([CH:17]2[CH2:18][CH2:19][N:14]([C:4]3[N:5]=[C:6]([O:8][C@H:9]([CH3:13])[CH2:10][O:11][CH3:12])[N:7]=[C:2]([C:78]([NH:39][CH:35]4[CH2:38][CH2:37][CH2:36]4)=[O:79])[CH:3]=3)[CH2:15][CH2:16]2)[C:21]([O:29][CH2:30][CH2:31][N:32]([CH3:34])[CH3:33])=[CH:22][CH:23]=1)(=[O:27])[NH2:28]. Given the reactants Cl[C:2]1[N:7]=[C:6]([O:8][C@H:9]([CH3:13])[CH2:10][O:11][CH3:12])[N:5]=[C:4]([N:14]2[CH2:19][CH2:18][CH:17]([C:20]3[N:25]=[C:24]([C:26]([NH2:28])=[O:27])[CH:23]=[CH:22][C:21]=3[O:29][CH2:30][CH2:31][N:32]([CH3:34])[CH3:33])[CH2:16][CH2:15]2)[CH:3]=1.[CH:35]1([NH2:39])[CH2:38][CH2:37][CH2:36]1.CCN(C(C)C)C(C)C.C1C=CC(P(C2C=CC=CC=2)CCCP(C2C=CC=CC=2)C2C=CC=CC=2)=CC=1.[CH3:78][OH:79], predict the reaction product. (5) Given the reactants [Cl:1][C:2]1[C:7]([C:8]#[C:9][C:10]2[CH:15]=[CH:14][C:13]([Cl:16])=[CH:12][CH:11]=2)=[CH:6][N:5]=[CH:4][N:3]=1.[OH:17][C:18]1[CH:24]=[CH:23][C:21]([NH2:22])=[CH:20][CH:19]=1, predict the reaction product. The product is: [ClH:1].[Cl:16][C:13]1[CH:14]=[CH:15][C:10]([C:9]#[C:8][C:7]2[C:2]([NH:22][C:21]3[CH:23]=[CH:24][C:18]([OH:17])=[CH:19][CH:20]=3)=[N:3][CH:4]=[N:5][CH:6]=2)=[CH:11][CH:12]=1. (6) Given the reactants C(OC([N:8]([CH2:16][CH2:17][CH2:18][CH2:19][CH2:20][CH2:21][CH2:22][O:23][C:24]1[CH:29]=[CH:28][C:27]([O:30][CH2:31][C:32]2[CH:37]=[CH:36][CH:35]=[CH:34][CH:33]=2)=[C:26]([C@@H:38]([C:48]2[CH:53]=[CH:52][CH:51]=[CH:50][CH:49]=2)[CH2:39][CH2:40][N:41]([CH:45]([CH3:47])[CH3:46])[CH:42]([CH3:44])[CH3:43])[CH:25]=1)C(OC(C)(C)C)=O)=O)(C)(C)C.[ClH:54].C(O)C, predict the reaction product. The product is: [ClH:54].[ClH:54].[CH2:31]([O:30][C:27]1[CH:28]=[CH:29][C:24]([O:23][CH2:22][CH2:21][CH2:20][CH2:19][CH2:18][CH2:17][CH2:16][NH2:8])=[CH:25][C:26]=1[C@@H:38]([C:48]1[CH:49]=[CH:50][CH:51]=[CH:52][CH:53]=1)[CH2:39][CH2:40][N:41]([CH:45]([CH3:46])[CH3:47])[CH:42]([CH3:44])[CH3:43])[C:32]1[CH:33]=[CH:34][CH:35]=[CH:36][CH:37]=1. (7) Given the reactants [N:1]1[C:10]2[C:5](=[CH:6][CH:7]=[CH:8][CH:9]=2)[CH:4]=[C:3]([N:11]2[CH2:16][CH2:15][CH:14]([C:17]([OH:19])=O)[CH2:13][CH2:12]2)[CH:2]=1.BrC1C=NC2C(C=1)=CC=CC=2.[N:31]1[NH:32][C:33]([NH2:36])=[CH:34][CH:35]=1, predict the reaction product. The product is: [N:31]1[NH:32][C:33]([NH:36][C:17]([CH:14]2[CH2:13][CH2:12][N:11]([C:3]3[CH:2]=[N:1][C:10]4[C:5]([CH:4]=3)=[CH:6][CH:7]=[CH:8][CH:9]=4)[CH2:16][CH2:15]2)=[O:19])=[CH:34][CH:35]=1. (8) Given the reactants [Cl:1][C:2]1[CH:7]=[CH:6][C:5]([NH:8][C:9]([CH:11]2[C:16]3=[N:17][C:18]([C:22]4[CH:27]=[CH:26][N:25]=[CH:24][N:23]=4)=[CH:19][C:20](=[O:21])[N:15]3[CH2:14][CH2:13][CH2:12]2)=[O:10])=[C:4]([O:28][CH3:29])[CH:3]=1.[H-].[Na+].[CH3:32]I, predict the reaction product. The product is: [Cl:1][C:2]1[CH:7]=[CH:6][C:5]([NH:8][C:9]([C:11]2([CH3:32])[C:16]3=[N:17][C:18]([C:22]4[CH:27]=[CH:26][N:25]=[CH:24][N:23]=4)=[CH:19][C:20](=[O:21])[N:15]3[CH2:14][CH2:13][CH2:12]2)=[O:10])=[C:4]([O:28][CH3:29])[CH:3]=1. (9) Given the reactants Cl[CH2:2][C:3]1[O:4][C:5](=[O:9])[O:6][C:7]=1[CH3:8].[Cl:10][C:11]1[CH:12]=[CH:13][C:14]([F:40])=[C:15]([C:17]2[CH:22]=[CH:21][C:20]([CH2:23][C@@H:24]([NH:31][C:32]([C:34]3[N:35]=[N:36][N:37]([OH:39])[CH:38]=3)=[O:33])[CH2:25][C@@H:26]([OH:30])[C:27]([OH:29])=[O:28])=[CH:19][CH:18]=2)[CH:16]=1.CC(C)=O.CCN(CC)CC, predict the reaction product. The product is: [Cl:10][C:11]1[CH:12]=[CH:13][C:14]([F:40])=[C:15]([C:17]2[CH:22]=[CH:21][C:20]([CH2:23][C@@H:24]([NH:31][C:32]([C:34]3[N:35]=[N:36][N:37]([O:39][CH2:2][C:3]4[O:4][C:5](=[O:9])[O:6][C:7]=4[CH3:8])[CH:38]=3)=[O:33])[CH2:25][C@@H:26]([OH:30])[C:27]([OH:29])=[O:28])=[CH:19][CH:18]=2)[CH:16]=1. (10) Given the reactants [CH2:1]([O:3][P:4]([C:9]1[CH:14]=[C:13]([I:15])[CH:12]=[CH:11][C:10]=1[OH:16])(=[O:8])[O:5][CH2:6][CH3:7])[CH3:2].C(=O)([O-])[O-].[Cs+].[Cs+].[CH2:23](Br)[C:24]1[CH:29]=[CH:28][CH:27]=[CH:26][CH:25]=1, predict the reaction product. The product is: [CH2:1]([O:3][P:4]([C:9]1[CH:14]=[C:13]([I:15])[CH:12]=[CH:11][C:10]=1[O:16][CH2:23][C:24]1[CH:29]=[CH:28][CH:27]=[CH:26][CH:25]=1)(=[O:8])[O:5][CH2:6][CH3:7])[CH3:2].